Dataset: Full USPTO retrosynthesis dataset with 1.9M reactions from patents (1976-2016). Task: Predict the reactants needed to synthesize the given product. (1) Given the product [CH3:27][O:26][C:16]1[CH:15]=[C:14]([NH:12][C:10]2[N:11]=[C:6]3[N:7]([N:8]=[C:3]([O:2][CH3:1])[CH:4]=[CH:5]3)[N:9]=2)[CH:19]=[CH:18][C:17]=1[N:20]1[CH:24]=[C:23]([CH3:25])[N:22]=[CH:21]1, predict the reactants needed to synthesize it. The reactants are: [CH3:1][O:2][C:3]1[CH:4]=[CH:5][C:6]2[N:7]([N:9]=[C:10]([NH2:12])[N:11]=2)[N:8]=1.Br[C:14]1[CH:19]=[CH:18][C:17]([N:20]2[CH:24]=[C:23]([CH3:25])[N:22]=[CH:21]2)=[C:16]([O:26][CH3:27])[CH:15]=1.C(Cl)Cl. (2) Given the product [CH3:27][O:26][C:21]1[CH:22]=[CH:23][CH:24]=[CH:25][C:20]=1[CH2:19][NH:18][C:14]1[C:13]2[N:12]([N:11]=[C:10]([NH:8][C:5]3[CH:6]=[N:7][C:2]([CH3:1])=[CH:3][CH:4]=3)[N:28]=2)[CH:17]=[CH:16][CH:15]=1, predict the reactants needed to synthesize it. The reactants are: [CH3:1][C:2]1[N:7]=[CH:6][C:5]([NH2:8])=[CH:4][CH:3]=1.Cl[C:10]1[N:28]=[C:13]2[C:14]([NH:18][CH2:19][C:20]3[CH:25]=[CH:24][CH:23]=[CH:22][C:21]=3[O:26][CH3:27])=[CH:15][CH:16]=[CH:17][N:12]2[N:11]=1.